From a dataset of Reaction yield outcomes from USPTO patents with 853,638 reactions. Predict the reaction yield, written as a fraction of the theoretical maximum amount of product (1.0 means a 100% yield; for example, 0.34 means a 34% yield). (1) The reactants are [CH2:1]([C:3]1[CH:4]=[C:5]([CH:7]=[CH:8][C:9]=1[O:10][CH2:11][CH2:12][O:13][CH:14]1[CH2:19][CH2:18][CH2:17][CH2:16][O:15]1)[NH2:6])[CH3:2].[CH:20]1([C:23]2[CH:35]=[CH:34][C:26]([O:27][C:28](=[CH:32][CH3:33])[C:29](O)=[O:30])=[CH:25][CH:24]=2)[CH2:22][CH2:21]1.O.N1(O)C2C=CC=CC=2N=N1.CCN=C=NCCCN(C)C. The catalyst is CN(C=O)C. The product is [CH:20]1([C:23]2[CH:35]=[CH:34][C:26]([O:27][C:28](=[CH:32][CH3:33])[C:29]([NH:6][C:5]3[CH:7]=[CH:8][C:9]([O:10][CH2:11][CH2:12][O:13][CH:14]4[CH2:19][CH2:18][CH2:17][CH2:16][O:15]4)=[C:3]([CH2:1][CH3:2])[CH:4]=3)=[O:30])=[CH:25][CH:24]=2)[CH2:22][CH2:21]1. The yield is 0.625. (2) The catalyst is C(Cl)Cl.[Pd].C1(P(C2C=CC=CC=2)C2C=CC=CC=2)C=CC=CC=1.C1(P(C2C=CC=CC=2)C2C=CC=CC=2)C=CC=CC=1.C1(P(C2C=CC=CC=2)C2C=CC=CC=2)C=CC=CC=1.C1(P(C2C=CC=CC=2)C2C=CC=CC=2)C=CC=CC=1. The yield is 0.880. The product is [F:23][C:22]1[CH:21]=[C:20]2[C:15]([CH:16]=[CH:17][CH:18]=[N:19]2)=[CH:14][C:13]=1[CH:11]([OH:12])[C:8]1[N:6]2[N:7]=[C:2]([C:29](=[O:31])[CH3:30])[CH:3]=[CH:4][C:5]2=[N:10][CH:9]=1. The reactants are Cl[C:2]1[CH:3]=[CH:4][C:5]2[N:6]([C:8]([CH:11]([C:13]3[CH:14]=[C:15]4[C:20](=[CH:21][C:22]=3[F:23])[N:19]=[CH:18][CH:17]=[CH:16]4)[OH:12])=[CH:9][N:10]=2)[N:7]=1.C([Sn](CCCC)(CCCC)[C:29]([O:31]CC)=[CH2:30])CCC.Cl.O. (3) The reactants are [N+:1]([C:4]1[CH:5]=[N:6][CH:7]=[CH:8][C:9]=1[NH:10][C@@H:11]1[CH2:16][CH2:15][C@H:14]([C:17]([O:19][CH3:20])=[O:18])[CH2:13][CH2:12]1)([O-])=O. The catalyst is [Pd].CCO. The product is [NH2:1][C:4]1[CH:5]=[N:6][CH:7]=[CH:8][C:9]=1[NH:10][C@@H:11]1[CH2:12][CH2:13][C@H:14]([C:17]([O:19][CH3:20])=[O:18])[CH2:15][CH2:16]1. The yield is 0.920.